Task: Predict the product of the given reaction.. Dataset: Forward reaction prediction with 1.9M reactions from USPTO patents (1976-2016) (1) Given the reactants Br[C:2]1[CH:7]=[CH:6][C:5]([CH:8]([C:16]2[CH:21]=[CH:20][C:19]([Cl:22])=[CH:18][CH:17]=2)[CH2:9][CH2:10][N:11]2[CH:15]=[CH:14][N:13]=[CH:12]2)=[CH:4][CH:3]=1.CC1(C)C(C)(C)OB([C:31]2[CH:32]=[N:33][NH:34][CH:35]=2)O1, predict the reaction product. The product is: [Cl:22][C:19]1[CH:20]=[CH:21][C:16]([CH:8]([C:5]2[CH:6]=[CH:7][C:2]([C:31]3[CH:32]=[N:33][NH:34][CH:35]=3)=[CH:3][CH:4]=2)[CH2:9][CH2:10][N:11]2[CH:15]=[CH:14][N:13]=[CH:12]2)=[CH:17][CH:18]=1. (2) Given the reactants [F:1][C:2]1[CH:7]=[CH:6][C:5]([C:8]2[C:12]([CH2:13][NH:14][C:15]3[CH:16]=[C:17]([C:21](O)=[O:22])[N:18]([CH3:20])[N:19]=3)=[C:11]([CH3:24])[O:10][N:9]=2)=[CH:4][CH:3]=1.[F:25][C:26]([F:30])([F:29])[CH2:27][NH2:28], predict the reaction product. The product is: [F:25][C:26]([F:30])([F:29])[CH2:27][NH:28][C:21]([C:17]1[N:18]([CH3:20])[N:19]=[C:15]([NH:14][CH2:13][C:12]2[C:8]([C:5]3[CH:6]=[CH:7][C:2]([F:1])=[CH:3][CH:4]=3)=[N:9][O:10][C:11]=2[CH3:24])[CH:16]=1)=[O:22]. (3) Given the reactants [S:1]1[C:5]([C:6]([OH:8])=O)=[CH:4][C:3]2[CH2:9][CH2:10][CH2:11][CH2:12][C:2]1=2.S(Cl)(Cl)=O.[C:17]([NH2:21])([CH3:20])([CH3:19])[CH3:18], predict the reaction product. The product is: [C:17]([NH:21][C:6]([C:5]1[S:1][C:2]2[CH2:12][CH2:11][CH2:10][CH2:9][C:3]=2[CH:4]=1)=[O:8])([CH3:20])([CH3:19])[CH3:18]. (4) Given the reactants [NH2:1][C@@H:2]([CH:6]([CH3:8])[CH3:7])[C:3]([OH:5])=[O:4].[OH-].[Na+].O.Cl[C:13]([O:15][CH3:16])=[O:14], predict the reaction product. The product is: [CH3:16][O:15][C:13]([NH:1][C@@H:2]([CH:6]([CH3:8])[CH3:7])[C:3]([OH:5])=[O:4])=[O:14]. (5) Given the reactants [CH:1]([N:4]1[CH2:9][CH2:8][CH:7]([S:10][C:11]2[CH:12]=[CH:13][C:14]3[O:23][CH2:22][CH2:21][N:20]4[C:16](=[N:17][C:18]([C:24]5[CH:29]=[C:28]([CH3:30])[CH:27]=[CH:26][N:25]=5)=[CH:19]4)[C:15]=3[CH:31]=2)[CH2:6][CH2:5]1)([CH3:3])[CH3:2].C(O)(C(F)(F)F)=[O:33].C1C=C(Cl)C=C(C(OO)=O)C=1, predict the reaction product. The product is: [CH:1]([N:4]1[CH2:5][CH2:6][CH:7]([S:10]([C:11]2[CH:12]=[CH:13][C:14]3[O:23][CH2:22][CH2:21][N:20]4[CH:19]=[C:18]([C:24]5[CH:29]=[C:28]([CH3:30])[CH:27]=[CH:26][N:25]=5)[N:17]=[C:16]4[C:15]=3[CH:31]=2)=[O:33])[CH2:8][CH2:9]1)([CH3:3])[CH3:2].